This data is from Catalyst prediction with 721,799 reactions and 888 catalyst types from USPTO. The task is: Predict which catalyst facilitates the given reaction. (1) Reactant: [CH:1]1[C:14]2[C:13](=[CH:15][C:16]([NH:18][CH2:19][CH2:20][CH2:21][CH2:22][CH2:23][C:24]([OH:26])=O)=[O:17])[C:12]3[C:7](=[CH:8][CH:9]=[CH:10][CH:11]=3)[O:6][C:5]=2[CH:4]=[CH:3][CH:2]=1.Cl.C(N=C=NCCCN(C)C)C.O[C:40]1[C:48]2[N:47]=N[NH:45][C:44]=2[CH:43]=[CH:42][CH:41]=1.C(N(CC)CC)C.C1(N)C=CC=CC=1N. Product: [CH:11]1[C:12]2[C:13](=[CH:15][C:16]([NH:18][CH2:19][CH2:20][CH2:21][CH2:22][CH2:23][C:24]([NH:45][C:44]3[CH:43]=[CH:42][CH:41]=[CH:40][C:48]=3[NH2:47])=[O:26])=[O:17])[C:14]3[C:1](=[CH:2][CH:3]=[CH:4][CH:5]=3)[O:6][C:7]=2[CH:8]=[CH:9][CH:10]=1. The catalyst class is: 650. (2) Reactant: [CH2:1]([N:8]1[C:17]2[C:12](=[CH:13][C:14]([Cl:18])=[CH:15][CH:16]=2)[C:11](Cl)=[C:10]([C:20]#[N:21])[C:9]1=[O:22])[C:2]1[CH:7]=[CH:6][CH:5]=[CH:4][CH:3]=1.[NH:23]1[CH2:28][CH2:27][NH:26][CH2:25][CH2:24]1. Product: [CH2:1]([N:8]1[C:17]2[C:12](=[CH:13][C:14]([Cl:18])=[CH:15][CH:16]=2)[C:11]([N:23]2[CH2:28][CH2:27][NH:26][CH2:25][CH2:24]2)=[C:10]([C:20]#[N:21])[C:9]1=[O:22])[C:2]1[CH:7]=[CH:6][CH:5]=[CH:4][CH:3]=1. The catalyst class is: 4. (3) Product: [C:15]12([C:18]([O:20][CH2:21][CH3:22])=[O:19])[CH2:6][CH:16]1[CH2:17][N:13]([C:23]([O:25][CH2:26][C:27]1[CH:32]=[CH:31][CH:30]=[CH:29][CH:28]=1)=[O:24])[CH2:14]2. The catalyst class is: 13. Reactant: CS(C)=O.[I-].[CH3:6][S+](C)(C)=O.[H-].[Na+].[N:13]1([C:23]([O:25][CH2:26][C:27]2[CH:32]=[CH:31][CH:30]=[CH:29][CH:28]=2)=[O:24])[CH2:17][CH:16]=[C:15]([C:18]([O:20][CH2:21][CH3:22])=[O:19])[CH2:14]1. (4) Reactant: [F:1][C:2]1[CH:3]=[CH:4][CH:5]=[C:6]([CH2:8][CH:9]([NH:11][C:12]2[CH:17]=[CH:16][NH:15][C:14](=[O:18])[C:13]=2[C:19]2[NH:37][C:22]3=[CH:23][C:24]4[C:25](=O)[N:26]([CH2:31][CH2:32][N:33]([CH3:35])[CH3:34])[C:27](=[O:30])[C:28]=4[CH:29]=[C:21]3[N:20]=2)[CH3:10])[CH:7]=1.[C:38](O)(=O)C. Product: [F:1][C:2]1[CH:3]=[CH:4][C:5]([CH3:38])=[C:6]([CH2:8][CH:9]([NH:11][C:12]2[CH:17]=[CH:16][NH:15][C:14](=[O:18])[C:13]=2[C:19]2[NH:37][C:22]3=[CH:23][C:24]4[CH2:25][N:26]([CH2:31][CH2:32][N:33]([CH3:35])[CH3:34])[C:27](=[O:30])[C:28]=4[CH:29]=[C:21]3[N:20]=2)[CH3:10])[CH:7]=1. The catalyst class is: 401. (5) Reactant: [CH3:1][N:2]1[C:10]2[C:5](=[CH:6][C:7]([CH:11]3[CH2:16][NH:15][CH2:14][CH2:13][N:12]3[C:17]([O:19][C:20]([CH3:23])([CH3:22])[CH3:21])=[O:18])=[CH:8][CH:9]=2)[CH:4]=[N:3]1.Br[C:25]1[S:26][C:27]2[C:33]([C:34]3[CH:39]=[CH:38][C:37]([Cl:40])=[CH:36][CH:35]=3)=[C:32]([C@H:41]([O:47][C:48]([CH3:51])([CH3:50])[CH3:49])[C:42]([O:44][CH2:45][CH3:46])=[O:43])[C:31]([CH3:52])=[CH:30][C:28]=2[N:29]=1.C(=O)([O-])[O-].[K+].[K+]. Product: [C:48]([O:47][C@@H:41]([C:32]1[C:31]([CH3:52])=[CH:30][C:28]2[N:29]=[C:25]([N:15]3[CH2:14][CH2:13][N:12]([C:17]([O:19][C:20]([CH3:23])([CH3:22])[CH3:21])=[O:18])[CH:11]([C:7]4[CH:6]=[C:5]5[C:10](=[CH:9][CH:8]=4)[N:2]([CH3:1])[N:3]=[CH:4]5)[CH2:16]3)[S:26][C:27]=2[C:33]=1[C:34]1[CH:35]=[CH:36][C:37]([Cl:40])=[CH:38][CH:39]=1)[C:42]([O:44][CH2:45][CH3:46])=[O:43])([CH3:49])([CH3:50])[CH3:51]. The catalyst class is: 3. (6) The catalyst class is: 3. Reactant: [F:1][C:2]1[CH:7]=[C:6]([F:8])[C:5]([CH3:9])=[CH:4][C:3]=1[OH:10].N1C=CN=C1.[CH3:16][CH:17]([Si:19](Cl)([CH:23]([CH3:25])[CH3:24])[CH:20]([CH3:22])[CH3:21])[CH3:18].O. Product: [F:1][C:2]1[CH:7]=[C:6]([F:8])[C:5]([CH3:9])=[CH:4][C:3]=1[O:10][Si:19]([CH:23]([CH3:25])[CH3:24])([CH:20]([CH3:22])[CH3:21])[CH:17]([CH3:18])[CH3:16].